Dataset: Full USPTO retrosynthesis dataset with 1.9M reactions from patents (1976-2016). Task: Predict the reactants needed to synthesize the given product. Given the product [CH2:1]([O:8][C:9]1[NH:10][C:11]2=[CH:26][CH:27]=[N:23][C:12]2=[C:13]([O:15][CH2:16][C:17]2[CH:22]=[CH:21][CH:20]=[CH:19][CH:18]=2)[N:14]=1)[C:2]1[CH:3]=[CH:4][CH:5]=[CH:6][CH:7]=1, predict the reactants needed to synthesize it. The reactants are: [CH2:1]([O:8][C:9]1[N:14]=[C:13]([O:15][CH2:16][C:17]2[CH:22]=[CH:21][CH:20]=[CH:19][CH:18]=2)[C:12]([N+:23]([O-])=O)=[C:11]([CH:26]=[CH:27]N(C)C)[N:10]=1)[C:2]1[CH:7]=[CH:6][CH:5]=[CH:4][CH:3]=1.